This data is from Reaction yield outcomes from USPTO patents with 853,638 reactions. The task is: Predict the reaction yield, written as a fraction of the theoretical maximum amount of product (1.0 means a 100% yield; for example, 0.34 means a 34% yield). (1) The reactants are [Br:1][C:2]1[CH:3]=[C:4]([CH2:7][NH:8]C(=O)OC(C)(C)C)[O:5][CH:6]=1.[F:16][C:17]([F:22])([F:21])[C:18]([OH:20])=[O:19]. The catalyst is ClCCl. The product is [F:16][C:17]([F:22])([F:21])[C:18]([OH:20])=[O:19].[Br:1][C:2]1[CH:3]=[C:4]([CH2:7][NH2:8])[O:5][CH:6]=1. The yield is 0.810. (2) The reactants are [OH:1][CH2:2][CH2:3][CH2:4][O:5][N:6]1[C:14](=[O:15])[C:13]2[C:8](=[CH:9][CH:10]=[CH:11][CH:12]=2)[C:7]1=[O:16].N1C=CN=C1.[Si:22](Cl)([C:25]([CH3:28])([CH3:27])[CH3:26])([CH3:24])[CH3:23].Cl. The catalyst is ClCCl. The product is [C:25]([Si:22]([CH3:24])([CH3:23])[O:1][CH2:2][CH2:3][CH2:4][O:5][N:6]1[C:14](=[O:15])[C:13]2[C:8](=[CH:9][CH:10]=[CH:11][CH:12]=2)[C:7]1=[O:16])([CH3:28])([CH3:27])[CH3:26]. The yield is 0.990. (3) The yield is 0.180. The reactants are [C:1]([C:5]1[O:9][N:8]=[C:7]([NH:10][C:11]([NH:13][C:14]2[CH:19]=[CH:18][CH:17]=[C:16]([S:20][C:21]3[C:30]4[C:25](=[CH:26][C:27]([O:33][CH2:34][CH2:35]Cl)=[C:28]([O:31][CH3:32])[CH:29]=4)[N:24]=[CH:23][N:22]=3)[CH:15]=2)=[O:12])[CH:6]=1)([CH3:4])([CH3:3])[CH3:2].[NH:37]1[CH2:41][CH2:40][CH2:39][CH2:38]1. No catalyst specified. The product is [C:1]([C:5]1[O:9][N:8]=[C:7]([NH:10][C:11]([NH:13][C:14]2[CH:19]=[CH:18][CH:17]=[C:16]([S:20][C:21]3[C:30]4[C:25](=[CH:26][C:27]([O:33][CH2:34][CH2:35][N:37]5[CH2:41][CH2:40][CH2:39][CH2:38]5)=[C:28]([O:31][CH3:32])[CH:29]=4)[N:24]=[CH:23][N:22]=3)[CH:15]=2)=[O:12])[CH:6]=1)([CH3:4])([CH3:3])[CH3:2]. (4) The reactants are [O:1]=[C:2]1[CH2:7][CH2:6][N:5]([C:8]([O:10][CH2:11][C:12]2[CH:17]=[CH:16][CH:15]=[CH:14][CH:13]=2)=[O:9])[CH2:4][CH2:3]1.[CH2:18]([O:20][C:21](=[O:25])[CH:22]=[N+]=[N-])[CH3:19].B(F)(F)F.CCOCC. The catalyst is CCOCC. The product is [O:1]=[C:2]1[CH2:7][CH2:6][N:5]([C:8]([O:10][CH2:11][C:12]2[CH:13]=[CH:14][CH:15]=[CH:16][CH:17]=2)=[O:9])[CH2:4][CH2:3][CH:22]1[C:21]([O:20][CH2:18][CH3:19])=[O:25]. The yield is 0.880. (5) The reactants are P(Cl)(Cl)(Cl)=O.[CH3:6][O:7][C:8]1[CH:9]=[CH:10][CH:11]=[C:12]2[C:16]=1[NH:15][CH:14]=[CH:13]2.[OH-].[Na+].CN([CH:22]=[O:23])C. The catalyst is ClCCl. The product is [CH3:6][O:7][C:8]1[CH:9]=[CH:10][CH:11]=[C:12]2[C:16]=1[NH:15][CH:14]=[C:13]2[CH:22]=[O:23]. The yield is 0.950. (6) The reactants are [Cl:1][C:2]1[C:7]2[N:8]=[N:9][N:10]([CH2:13][C:14]([OH:16])=O)[C:11](=[O:12])[C:6]=2[CH:5]=[CH:4][CH:3]=1.[C:17]1([CH3:26])[CH:22]=[CH:21][C:20]([C@@H:23]([NH2:25])[CH3:24])=[CH:19][CH:18]=1. No catalyst specified. The product is [Cl:1][C:2]1[C:7]2[N:8]=[N:9][N:10]([CH2:13][C:14]([NH:25][C@H:23]([C:20]3[CH:21]=[CH:22][C:17]([CH3:26])=[CH:18][CH:19]=3)[CH3:24])=[O:16])[C:11](=[O:12])[C:6]=2[CH:5]=[CH:4][CH:3]=1. The yield is 0.630. (7) The reactants are Cl.[CH2:2]([O:9][C:10]([NH:12][C:13]1([CH2:26][N:27]2[CH2:32][CH2:31][N:30]([S:33]([C:36]3[CH:45]=[CH:44][C:43]4[C:38](=[CH:39][CH:40]=[C:41]([Cl:46])[CH:42]=4)[CH:37]=3)(=[O:35])=[O:34])[CH2:29][C:28]2=[O:47])[CH2:18][CH2:17][N:16](C(OC(C)(C)C)=O)[CH2:15][CH2:14]1)=[O:11])[C:3]1[CH:8]=[CH:7][CH:6]=[CH:5][CH:4]=1. The catalyst is C(OCC)(=O)C.C(O)C. The product is [CH2:2]([O:9][C:10]([NH:12][C:13]1([CH2:26][N:27]2[CH2:32][CH2:31][N:30]([S:33]([C:36]3[CH:45]=[CH:44][C:43]4[C:38](=[CH:39][CH:40]=[C:41]([Cl:46])[CH:42]=4)[CH:37]=3)(=[O:34])=[O:35])[CH2:29][C:28]2=[O:47])[CH2:18][CH2:17][N:16]([C:13]2[CH:18]=[CH:17][N:16]=[CH:15][CH:14]=2)[CH2:15][CH2:14]1)=[O:11])[C:3]1[CH:4]=[CH:5][CH:6]=[CH:7][CH:8]=1. The yield is 0.550. (8) The reactants are [OH:1][C:2]1[CH:11]=[CH:10][C:5]2[C:6](=[O:9])[CH2:7][O:8][C:4]=2[C:3]=1[C:12]([N:14]1[CH2:19][CH2:18][N:17]([C:20]([O:22][C:23]([CH3:26])([CH3:25])[CH3:24])=[O:21])[CH2:16][CH2:15]1)=[O:13].[NH:27]1[C:35]2[C:30](=[CH:31][CH:32]=[CH:33][CH:34]=2)[C:29]([CH:36]=O)=[N:28]1. The catalyst is CO.N1CCCCC1. The product is [NH:27]1[C:35]2[C:30](=[CH:31][CH:32]=[CH:33][CH:34]=2)[C:29](/[CH:36]=[C:7]2\[O:8][C:4]3[C:3]([C:12]([N:14]4[CH2:19][CH2:18][N:17]([C:20]([O:22][C:23]([CH3:26])([CH3:25])[CH3:24])=[O:21])[CH2:16][CH2:15]4)=[O:13])=[C:2]([OH:1])[CH:11]=[CH:10][C:5]=3[C:6]\2=[O:9])=[N:28]1. The yield is 0.850. (9) The reactants are C([N:8](CC1C=CC=CC=1)[C@@H:9]([CH2:13][C:14]1[CH:19]=[CH:18][C:17]([C:20]([F:23])([F:22])[F:21])=[CH:16][CH:15]=1)[C@H:10]([OH:12])[CH3:11])C1C=CC=CC=1.CC1C=C2N=C3C(=NC(NC3=O)=O)N(C[C@H](O)[C@H](O)[C@H](O)CO)C2=CC=1C.[H][H].[C:71]([O:70][C:68](O[C:68]([O:70][C:71]([CH3:74])([CH3:73])[CH3:72])=[O:69])=[O:69])([CH3:74])([CH3:73])[CH3:72]. The catalyst is CN(C1C=CN=CC=1)C.[OH-].[Pd+2].[OH-].[Pd].CO. The product is [OH:12][C@H:10]([CH3:11])[C@@H:9]([NH:8][C:68](=[O:69])[O:70][C:71]([CH3:72])([CH3:73])[CH3:74])[CH2:13][C:14]1[CH:15]=[CH:16][C:17]([C:20]([F:21])([F:22])[F:23])=[CH:18][CH:19]=1. The yield is 0.770. (10) The reactants are [Cl:1][C:2]1[C:3]2[C:4]3[C:5](=[N:13][N:14](C(C4C=CC=CC=4)(C4C=CC=CC=4)C4C=CC=CC=4)[CH:15]=3)[C:6](=[O:12])[NH:7][C:8]=2[N:9]=[CH:10][CH:11]=1.Cl.O1CCOCC1. The catalyst is CC(C)=O. The product is [Cl:1][C:2]1[C:3]2[C:4]3[C:5](=[N:13][NH:14][CH:15]=3)[C:6](=[O:12])[NH:7][C:8]=2[N:9]=[CH:10][CH:11]=1. The yield is 1.00.